Dataset: Full USPTO retrosynthesis dataset with 1.9M reactions from patents (1976-2016). Task: Predict the reactants needed to synthesize the given product. (1) Given the product [Cl:27][C:8]1[N:7]=[C:6]([CH3:12])[C:5]([C:3]([O:2][CH3:1])=[O:4])=[N:10][CH:9]=1, predict the reactants needed to synthesize it. The reactants are: [CH3:1][O:2][C:3]([C:5]1[C:6]([CH3:12])=[N+:7]([O-])[CH:8]=[CH:9][N:10]=1)=[O:4].COC(C1C(C)=NC=C[N+]=1[O-])=O.P(Cl)(Cl)([Cl:27])=O.CN(C=O)C. (2) Given the product [Br:1][C:2]1[CH:3]=[CH:4][C:5]([Cl:16])=[C:6]([CH2:8][C:9]2[CH:14]=[CH:13][C:12]([O:15][CH2:25][C:24]([F:38])([F:37])[F:23])=[CH:11][CH:10]=2)[CH:7]=1, predict the reactants needed to synthesize it. The reactants are: [Br:1][C:2]1[CH:3]=[CH:4][C:5]([Cl:16])=[C:6]([CH2:8][C:9]2[CH:14]=[CH:13][C:12]([OH:15])=[CH:11][CH:10]=2)[CH:7]=1.C(=O)([O-])[O-].[K+].[K+].[F:23][C:24]([F:38])([F:37])[CH2:25]OS(C1C=CC(C)=CC=1)(=O)=O. (3) The reactants are: [Cl:1][C:2]1[CH:3]=[C:4]2[C:8](=[CH:9][CH:10]=1)[NH:7][C:6](=[O:11])[C:5]2=[C:12]1[C:20]2[C:15](=[CH:16][C:17]([NH:21]C(C3C=CC=CC=3)(C3C=CC=CC=3)C3C=CC=CC=3)=[CH:18][CH:19]=2)[CH2:14][O:13]1.Cl.CO.CO. Given the product [NH2:21][C:17]1[CH:16]=[C:15]2[C:20](=[CH:19][CH:18]=1)[C:12](=[C:5]1[C:4]3[C:8](=[CH:9][CH:10]=[C:2]([Cl:1])[CH:3]=3)[NH:7][C:6]1=[O:11])[O:13][CH2:14]2, predict the reactants needed to synthesize it. (4) The reactants are: Cl[C:2]1[N:7]=[CH:6][C:5]([O:8][CH2:9][CH2:10][C@H:11]([CH:13]2[CH2:18][CH2:17][N:16]([C:19]3[O:23][N:22]=[C:21]([CH:24]([CH3:26])[CH3:25])[N:20]=3)[CH2:15][CH2:14]2)[CH3:12])=[CH:4][N:3]=1.[C:27]([O:31][C:32](=[O:46])[NH:33][C@@H:34]1[C@@H:38]([N:39]2[CH2:44][CH2:43][CH2:42][CH2:41][C:40]2=[O:45])[CH2:37][NH:36][CH2:35]1)([CH3:30])([CH3:29])[CH3:28].C1CCN2C(=NCCC2)CC1. Given the product [C:27]([O:31][C:32](=[O:46])[NH:33][C@@H:34]1[C@@H:38]([N:39]2[CH2:44][CH2:43][CH2:42][CH2:41][C:40]2=[O:45])[CH2:37][N:36]([C:2]2[N:7]=[CH:6][C:5]([O:8][CH2:9][CH2:10][C@H:11]([CH:13]3[CH2:18][CH2:17][N:16]([C:19]4[O:23][N:22]=[C:21]([CH:24]([CH3:26])[CH3:25])[N:20]=4)[CH2:15][CH2:14]3)[CH3:12])=[CH:4][N:3]=2)[CH2:35]1)([CH3:30])([CH3:28])[CH3:29], predict the reactants needed to synthesize it. (5) Given the product [CH2:55]([N:62]1[CH2:66][CH2:65][C@@H:64]([NH:67][C:48]2[CH:53]=[N:52][CH:51]=[C:50]([Cl:54])[N:49]=2)[CH2:63]1)[C:56]1[CH:57]=[CH:58][CH:59]=[CH:60][CH:61]=1, predict the reactants needed to synthesize it. The reactants are: C1(P(C2C=CC=CC=2)C2C=CC3C(=CC=CC=3)C=2C2C3C(=CC=CC=3)C=CC=2P(C2C=CC=CC=2)C2C=CC=CC=2)C=CC=CC=1.Cl[C:48]1[CH:53]=[N:52][CH:51]=[C:50]([Cl:54])[N:49]=1.[CH2:55]([N:62]1[CH2:66][CH2:65][C@@H:64]([NH2:67])[CH2:63]1)[C:56]1[CH:61]=[CH:60][CH:59]=[CH:58][CH:57]=1.C(=O)([O-])[O-].[Cs+].[Cs+]. (6) Given the product [Cl:24][C:9]1[C:10]2[C:5](=[C:4]([O:14][CH2:15][CH:16]3[CH2:21][CH2:20][CH2:19][CH2:18][O:17]3)[C:3]([O:2][CH3:1])=[CH:12][CH:11]=2)[CH:6]=[N:7][N:8]=1, predict the reactants needed to synthesize it. The reactants are: [CH3:1][O:2][C:3]1[C:4]([O:14][CH2:15][CH:16]2[CH2:21][CH2:20][CH2:19][CH2:18][O:17]2)=[C:5]2[C:10](=[CH:11][CH:12]=1)[C:9](=O)[NH:8][N:7]=[CH:6]2.P(Cl)(Cl)([Cl:24])=O. (7) Given the product [CH3:32][O:31][C:28]1[CH:29]=[CH:30][C:25]([S:22]([C:6]2([C:4]([OH:5])=[O:3])[CH2:7][CH2:8][N:9]([CH2:12][CH2:13][C:14]3[CH:15]=[CH:16][C:17]([O:20][CH3:21])=[CH:18][CH:19]=3)[CH2:10][CH2:11]2)(=[O:23])=[O:24])=[CH:26][CH:27]=1, predict the reactants needed to synthesize it. The reactants are: C([O:3][C:4]([C:6]1([S:22]([C:25]2[CH:30]=[CH:29][C:28]([O:31][CH3:32])=[CH:27][CH:26]=2)(=[O:24])=[O:23])[CH2:11][CH2:10][N:9]([CH2:12][CH2:13][C:14]2[CH:19]=[CH:18][C:17]([O:20][CH3:21])=[CH:16][CH:15]=2)[CH2:8][CH2:7]1)=[O:5])C.